Dataset: Tyrosyl-DNA phosphodiesterase HTS with 341,365 compounds. Task: Binary Classification. Given a drug SMILES string, predict its activity (active/inactive) in a high-throughput screening assay against a specified biological target. (1) The molecule is O1C(CCC1)CN(Cc1cc(OC)c(OC)cc1)C(=O)CN1c2c(OCC1=O)cccc2. The result is 0 (inactive). (2) The compound is Clc1cc(NC(=O)CSc2nc(N3CCCCC3)nc(N3CCCCC3)n2)c(OC)cc1. The result is 0 (inactive). (3) The molecule is O=C1C(=c2\cc(n(c(c2)C)C)C)/C(=O)c2c1cccc2. The result is 0 (inactive).